Dataset: Catalyst prediction with 721,799 reactions and 888 catalyst types from USPTO. Task: Predict which catalyst facilitates the given reaction. (1) Reactant: CC1(C)C(C)(C)OB([C:9]2[CH:17]=[C:16]([C:18]([F:21])([F:20])[F:19])[CH:15]=[C:14]3[C:10]=2[CH:11]=[N:12][NH:13]3)O1.Br[C:24]1[CH:25]=[CH:26][C:27]([C:30]([NH2:32])=[O:31])=[N:28][CH:29]=1.[C:33]([O-:36])(O)=[O:34].[Na+]. Product: [C:33]([OH:36])([C:18]([F:21])([F:20])[F:19])=[O:34].[F:21][C:18]([F:19])([F:20])[C:16]1[CH:15]=[C:14]2[C:10]([CH:11]=[N:12][NH:13]2)=[C:9]([C:24]2[CH:25]=[CH:26][C:27]([C:30]([NH2:32])=[O:31])=[N:28][CH:29]=2)[CH:17]=1. The catalyst class is: 75. (2) Reactant: [NH2:1][C:2]1[CH:16]=[CH:15][C:5]([CH2:6][P:7](=[O:14])([O:11][CH2:12][CH3:13])[O:8][CH2:9][CH3:10])=[CH:4][CH:3]=1.C(N(CC)CC)C.[C:24](Cl)(=[O:27])[CH:25]=[CH2:26]. Product: [C:24]([NH:1][C:2]1[CH:3]=[CH:4][C:5]([CH2:6][P:7](=[O:14])([O:8][CH2:9][CH3:10])[O:11][CH2:12][CH3:13])=[CH:15][CH:16]=1)(=[O:27])[CH:25]=[CH2:26]. The catalyst class is: 11. (3) Reactant: [H-].[Na+].[Cl:3][C:4]1[CH:5]=[N:6][CH:7]=[C:8]([Cl:11])[C:9]=1[CH3:10].Cl[C:13]1[C:22]2[C:17](=[C:18]([O:25][CH:26]3[CH2:30][CH2:29][CH2:28][CH2:27]3)[C:19]([O:23][CH3:24])=[CH:20][CH:21]=2)[CH:16]=[N:15][N:14]=1. Product: [Cl:3][C:4]1[CH:5]=[N:6][CH:7]=[C:8]([Cl:11])[C:9]=1[CH2:10][C:13]1[C:22]2[C:17](=[C:18]([O:25][CH:26]3[CH2:27][CH2:28][CH2:29][CH2:30]3)[C:19]([O:23][CH3:24])=[CH:20][CH:21]=2)[CH:16]=[N:15][N:14]=1. The catalyst class is: 3.